From a dataset of Peptide-MHC class I binding affinity with 185,985 pairs from IEDB/IMGT. Regression. Given a peptide amino acid sequence and an MHC pseudo amino acid sequence, predict their binding affinity value. This is MHC class I binding data. (1) The peptide sequence is FVIGGMTGV. The MHC is HLA-A03:01 with pseudo-sequence HLA-A03:01. The binding affinity (normalized) is 0.0847. (2) The peptide sequence is STSFYLISI. The MHC is HLA-A02:03 with pseudo-sequence HLA-A02:03. The binding affinity (normalized) is 0.463.